This data is from Catalyst prediction with 721,799 reactions and 888 catalyst types from USPTO. The task is: Predict which catalyst facilitates the given reaction. (1) Reactant: C(OC(=O)[NH:10][C@H:11]([CH2:23][OH:24])[CH2:12][CH2:13][N:14]1[CH2:21][CH2:20][C:17]2([CH2:19][CH2:18]2)[C@H:16]([OH:22])[CH2:15]1)C1C=CC=CC=1. The catalyst class is: 19. Product: [NH2:10][C@H:11]([CH2:23][OH:24])[CH2:12][CH2:13][N:14]1[CH2:21][CH2:20][C:17]2([CH2:19][CH2:18]2)[C@H:16]([OH:22])[CH2:15]1. (2) Reactant: [CH3:1][C:2]([CH3:36])([CH3:35])[CH2:3][C:4]1[N:9]=[C:8]([CH2:10][O:11][C:12]2[C:13]([F:25])=[C:14]([CH2:18][CH2:19][C:20]([O:22]CC)=[O:21])[CH:15]=[CH:16][CH:17]=2)[CH:7]=[CH:6][C:5]=1[C:26]1[CH:31]=[C:30]([O:32][CH3:33])[CH:29]=[CH:28][C:27]=1[F:34].[OH-].[Na+].Cl. Product: [CH3:1][C:2]([CH3:36])([CH3:35])[CH2:3][C:4]1[N:9]=[C:8]([CH2:10][O:11][C:12]2[C:13]([F:25])=[C:14]([CH2:18][CH2:19][C:20]([OH:22])=[O:21])[CH:15]=[CH:16][CH:17]=2)[CH:7]=[CH:6][C:5]=1[C:26]1[CH:31]=[C:30]([O:32][CH3:33])[CH:29]=[CH:28][C:27]=1[F:34]. The catalyst class is: 5. (3) Reactant: [C:1]([O:8][CH3:9])(=[O:7])/[CH:2]=[CH:3]/[C:4]([O-])=[O:5].Cl.C(N=C=NCCCN(C)C)C.[N:22]1([CH2:28][CH2:29][CH2:30][CH2:31][OH:32])[CH2:27][CH2:26][O:25][CH2:24][CH2:23]1. Product: [C:1]([O:8][CH3:9])(=[O:7])/[CH:2]=[CH:3]/[C:4]([O:32][CH2:31][CH2:30][CH2:29][CH2:28][N:22]1[CH2:27][CH2:26][O:25][CH2:24][CH2:23]1)=[O:5]. The catalyst class is: 4.